Predict which catalyst facilitates the given reaction. From a dataset of Catalyst prediction with 721,799 reactions and 888 catalyst types from USPTO. (1) Reactant: C([O:3][P:4]([C:9]([C:12]1[CH:17]=[CH:16][C:15]([CH2:18][N:19]2[C:23]([C:24]3[CH:29]=[CH:28][C:27]([S:30]([CH3:33])(=[O:32])=[O:31])=[CH:26][CH:25]=3)=[CH:22][N:21]([CH:34]3[CH2:36][CH2:35]3)[C:20]2=[O:37])=[CH:14][C:13]=1[Br:38])([F:11])[F:10])(=[O:8])[O:5]CC)C.C[Si](N([Si](C)(C)C)C(=O)C(F)(F)F)(C)C.I[Si](C)(C)C. Product: [Br:38][C:13]1[CH:14]=[C:15]([CH2:18][N:19]2[C:23]([C:24]3[CH:29]=[CH:28][C:27]([S:30]([CH3:33])(=[O:32])=[O:31])=[CH:26][CH:25]=3)=[CH:22][N:21]([CH:34]3[CH2:36][CH2:35]3)[C:20]2=[O:37])[CH:16]=[CH:17][C:12]=1[C:9]([P:4](=[O:3])([OH:8])[OH:5])([F:10])[F:11]. The catalyst class is: 2. (2) Reactant: [Cl:1][C:2]1[CH:3]=[C:4]([N:9]2[C:13](=[O:14])[C@@:12]3([C@H:18]([C:19]4[CH:24]=[CH:23][C:22]([C:25]5[CH:26]=[N:27][CH:28]=[N:29][CH:30]=5)=[CH:21][CH:20]=4)[CH2:17][NH:16][CH2:15]3)[N:11]([CH3:31])[C:10]2=[O:32])[CH:5]=[C:6]([Cl:8])[CH:7]=1.I[CH:34]([CH3:36])[CH3:35].C([O-])([O-])=O.[K+].[K+]. Product: [Cl:1][C:2]1[CH:3]=[C:4]([N:9]2[C:13](=[O:14])[C@@:12]3([C@H:18]([C:19]4[CH:20]=[CH:21][C:22]([C:25]5[CH:30]=[N:29][CH:28]=[N:27][CH:26]=5)=[CH:23][CH:24]=4)[CH2:17][N:16]([CH:34]([CH3:36])[CH3:35])[CH2:15]3)[N:11]([CH3:31])[C:10]2=[O:32])[CH:5]=[C:6]([Cl:8])[CH:7]=1. The catalyst class is: 10. (3) Reactant: [Br:1][C:2]1[C:11]([F:12])=[CH:10][C:5]([C:6]([O:8][CH3:9])=[O:7])=[C:4]([N+:13]([O-])=O)[CH:3]=1.Cl[Sn]Cl.C([O-])(O)=O.[Na+].C(OCC)(=O)C. Product: [NH2:13][C:4]1[CH:3]=[C:2]([Br:1])[C:11]([F:12])=[CH:10][C:5]=1[C:6]([O:8][CH3:9])=[O:7]. The catalyst class is: 5. (4) Reactant: [Cl:1][C:2]1[CH:7]=[CH:6][C:5]([C:8]2[CH:9]=[C:10]3[C:16]([C:17]([C:19]4[C:20]([F:33])=[C:21]([NH:26][S:27]([CH2:30][CH2:31][CH3:32])(=[O:29])=[O:28])[CH:22]=[CH:23][C:24]=4[F:25])=[O:18])=[CH:15][NH:14][C:11]3=[N:12][CH:13]=2)=[CH:4][CH:3]=1.[OH-].[K+].[CH:36]1([C:41]([O:43][CH:44](Cl)[CH3:45])=[O:42])[CH2:40][CH2:39][CH2:38][CH2:37]1. Product: [CH:36]1([C:41]([O:43][CH:44]([N:14]2[C:11]3=[N:12][CH:13]=[C:8]([C:5]4[CH:6]=[CH:7][C:2]([Cl:1])=[CH:3][CH:4]=4)[CH:9]=[C:10]3[C:16]([C:17](=[O:18])[C:19]3[C:24]([F:25])=[CH:23][CH:22]=[C:21]([NH:26][S:27]([CH2:30][CH2:31][CH3:32])(=[O:28])=[O:29])[C:20]=3[F:33])=[CH:15]2)[CH3:45])=[O:42])[CH2:40][CH2:39][CH2:38][CH2:37]1. The catalyst class is: 3.